From a dataset of Forward reaction prediction with 1.9M reactions from USPTO patents (1976-2016). Predict the product of the given reaction. (1) Given the reactants [O:1]=[C:2]1[C:10]2[N:9]([CH2:11][C:12]3[CH:17]=[C:16]([O:18][CH3:19])[C:15]([O:20][CH3:21])=[C:14]([O:22][CH3:23])[CH:13]=3)[CH:8]=[C:7]([C:24]3[CH:31]=[CH:30][C:27]([C:28]#[N:29])=[CH:26][CH:25]=3)[C:6]=2[CH2:5][CH2:4][CH2:3]1.C([OH:34])C.OO.[OH-].[Na+], predict the reaction product. The product is: [O:1]=[C:2]1[C:10]2[N:9]([CH2:11][C:12]3[CH:17]=[C:16]([O:18][CH3:19])[C:15]([O:20][CH3:21])=[C:14]([O:22][CH3:23])[CH:13]=3)[CH:8]=[C:7]([C:24]3[CH:31]=[CH:30][C:27]([C:28]([NH2:29])=[O:34])=[CH:26][CH:25]=3)[C:6]=2[CH2:5][CH2:4][CH2:3]1. (2) Given the reactants [N+](C1C=C(N[N:11]=[C:12]([C:15]#[N:16])[C:13]#[N:14])C=CC=1)([O-])=O.[N+:17]([C:20]1[CH:21]=[C:22]([CH:24]=[CH:25][CH:26]=1)[NH2:23])([O-:19])=[O:18].C(#N)CC#N.O.[NH2:33][NH2:34], predict the reaction product. The product is: [N+:17]([C:20]1[CH:21]=[C:22]([NH:23][N:11]=[C:12]2[C:13]([NH2:14])=[N:34][N:33]=[C:15]2[NH2:16])[CH:24]=[CH:25][CH:26]=1)([O-:19])=[O:18]. (3) Given the reactants [Cl:1][C:2]1[CH:10]=[CH:9][CH:8]=[C:7]2[C:3]=1[C:4]([C:15]([OH:17])=O)=[CH:5][N:6]2[CH2:11][CH2:12][O:13][CH3:14].Cl.[F:19][C:20]1([F:30])[CH2:25][CH2:24][C:23]([CH2:28][NH2:29])([O:26][CH3:27])[CH2:22][CH2:21]1.C(Cl)CCl.N1(O)C2C=CC=CC=2N=N1.CCN(C(C)C)C(C)C, predict the reaction product. The product is: [F:19][C:20]1([F:30])[CH2:21][CH2:22][C:23]([CH2:28][NH:29][C:15]([C:4]2[C:3]3[C:7](=[CH:8][CH:9]=[CH:10][C:2]=3[Cl:1])[N:6]([CH2:11][CH2:12][O:13][CH3:14])[CH:5]=2)=[O:17])([O:26][CH3:27])[CH2:24][CH2:25]1. (4) Given the reactants P(=O)(O)(O)O.O.O[CH2:8][C:9]1[CH:10]=[C:11]([CH:14]=[CH:15][C:16]=1[C:17]([OH:20])([CH3:19])[CH3:18])[C:12]#[N:13], predict the reaction product. The product is: [CH3:19][C:17]1([CH3:18])[C:16]2[CH:15]=[CH:14][C:11]([C:12]#[N:13])=[CH:10][C:9]=2[CH2:8][O:20]1. (5) Given the reactants [NH:1]([C:3]1[CH:8]=[CH:7][NH:6][C:5](=[O:9])[CH:4]=1)[NH2:2].[F:10][C:11]1[CH:12]=[C:13]([CH:19]=[CH:20][CH:21]=1)[CH2:14][CH2:15][C:16](=O)[CH3:17], predict the reaction product. The product is: [CH3:17][C:16](=[N:2][NH:1][C:3]1[CH:8]=[CH:7][NH:6][C:5](=[O:9])[CH:4]=1)[CH2:15][CH2:14][C:13]1[CH:19]=[CH:20][CH:21]=[C:11]([F:10])[CH:12]=1. (6) Given the reactants [F:1][C:2]1[CH:3]=[C:4]([CH:7]=[C:8]([F:12])[C:9]=1[S:10][CH3:11])[CH:5]=[O:6].[BH4-].[Na+].Cl.O, predict the reaction product. The product is: [F:12][C:8]1[CH:7]=[C:4]([CH2:5][OH:6])[CH:3]=[C:2]([F:1])[C:9]=1[S:10][CH3:11]. (7) Given the reactants [CH2:1]([O:3][C:4](=[O:26])[NH:5][C:6]1[CH:11]=[CH:10][C:9]([N:12]2C(=O)C3=CC=CC=C3C2=O)=[CH:8][C:7]=1[N+:23]([O-:25])=[O:24])[CH3:2].O.NN, predict the reaction product. The product is: [CH2:1]([O:3][C:4](=[O:26])[NH:5][C:6]1[CH:11]=[CH:10][C:9]([NH2:12])=[CH:8][C:7]=1[N+:23]([O-:25])=[O:24])[CH3:2]. (8) Given the reactants C([O:8][CH2:9][CH2:10][CH2:11][O:12][CH2:13][CH2:14][NH:15][C:16](=[O:22])[O:17][C:18]([CH3:21])([CH3:20])[CH3:19])C1C=CC=CC=1, predict the reaction product. The product is: [OH:8][CH2:9][CH2:10][CH2:11][O:12][CH2:13][CH2:14][NH:15][C:16](=[O:22])[O:17][C:18]([CH3:20])([CH3:19])[CH3:21]. (9) Given the reactants ClC1C=CC(C2[C:9]([CH:14]=[O:15])=[CH:10][CH:11]=[CH:12][CH:13]=2)=CC=1.[NH:16]1[CH2:20][CH2:19][C@H:18]([NH:21][C:22](=[O:28])[O:23][C:24]([CH3:27])([CH3:26])[CH3:25])[CH2:17]1.N1(C(OCCCC)=O)CCNC[CH2:30]1, predict the reaction product. The product is: [CH3:30][C:12]1([CH3:13])[CH2:11][CH:10]([N:16]2[CH2:20][CH2:19][C@H:18]([NH:21][C:22](=[O:28])[O:23][C:24]([CH3:25])([CH3:27])[CH3:26])[CH2:17]2)[CH2:9][CH2:14][O:15]1.